Predict which catalyst facilitates the given reaction. From a dataset of Catalyst prediction with 721,799 reactions and 888 catalyst types from USPTO. (1) Reactant: C(OC(=O)[NH:10][C@@H:11]1[CH2:16][C@@H:15]([N:17]2[C:21]3=[C:22]4[S:28][CH:27]=[CH:26][C:23]4=[N:24][CH:25]=[C:20]3[N:19]=[C:18]2[C@H:29]([OH:31])[CH3:30])[CH2:14][CH2:13][C@@H:12]1[CH2:32][C:33]#[N:34])C1C=CC=CC=1. Product: [NH2:10][C@@H:11]1[CH2:16][C@@H:15]([N:17]2[C:21]3=[C:22]4[S:28][CH:27]=[CH:26][C:23]4=[N:24][CH:25]=[C:20]3[N:19]=[C:18]2[C@H:29]([OH:31])[CH3:30])[CH2:14][CH2:13][C@@H:12]1[CH2:32][C:33]#[N:34]. The catalyst class is: 43. (2) Reactant: [CH2:1](Br)[CH:2]=[CH2:3].[Br:5][C:6]1[CH:15]=[C:14]2[C:9]([CH:10]=[CH:11][C:12]([OH:16])=[CH:13]2)=[CH:8][CH:7]=1.C(=O)([O-])[O-].[K+].[K+]. Product: [CH2:3]([O:16][C:12]1[CH:11]=[CH:10][C:9]2[C:14](=[CH:15][C:6]([Br:5])=[CH:7][CH:8]=2)[CH:13]=1)[CH:2]=[CH2:1]. The catalyst class is: 21. (3) Product: [Br:1][CH2:2][C:3]1[C:12]2[C:7](=[CH:8][CH:9]=[CH:10][CH:11]=2)[C:6]([C:13]([NH:19][CH2:18][Si:17]([CH3:21])([CH3:20])[CH3:16])=[O:15])=[CH:5][CH:4]=1. The catalyst class is: 4. Reactant: [Br:1][CH2:2][C:3]1[C:12]2[C:7](=[CH:8][CH:9]=[CH:10][CH:11]=2)[C:6]([C:13]([OH:15])=O)=[CH:5][CH:4]=1.[CH3:16][Si:17]([CH3:21])([CH3:20])[CH2:18][NH2:19].Cl.CN(C)CCCN=C=NCC.O.